The task is: Regression. Given two drug SMILES strings and cell line genomic features, predict the synergy score measuring deviation from expected non-interaction effect.. This data is from NCI-60 drug combinations with 297,098 pairs across 59 cell lines. (1) Drug 1: C1=C(C(=O)NC(=O)N1)N(CCCl)CCCl. Drug 2: CCC1(C2=C(COC1=O)C(=O)N3CC4=CC5=C(C=CC(=C5CN(C)C)O)N=C4C3=C2)O.Cl. Cell line: SR. Synergy scores: CSS=82.3, Synergy_ZIP=3.85, Synergy_Bliss=2.50, Synergy_Loewe=3.51, Synergy_HSA=6.49. (2) Drug 1: C1=CC(=C2C(=C1NCCNCCO)C(=O)C3=C(C=CC(=C3C2=O)O)O)NCCNCCO. Drug 2: C1=NC2=C(N=C(N=C2N1C3C(C(C(O3)CO)O)O)F)N. Cell line: SF-295. Synergy scores: CSS=61.0, Synergy_ZIP=1.26, Synergy_Bliss=2.58, Synergy_Loewe=-41.0, Synergy_HSA=2.55. (3) Drug 1: CC(CN1CC(=O)NC(=O)C1)N2CC(=O)NC(=O)C2. Drug 2: CS(=O)(=O)CCNCC1=CC=C(O1)C2=CC3=C(C=C2)N=CN=C3NC4=CC(=C(C=C4)OCC5=CC(=CC=C5)F)Cl. Cell line: MOLT-4. Synergy scores: CSS=54.6, Synergy_ZIP=3.40, Synergy_Bliss=4.73, Synergy_Loewe=1.12, Synergy_HSA=3.35. (4) Drug 1: CCC(=C(C1=CC=CC=C1)C2=CC=C(C=C2)OCCN(C)C)C3=CC=CC=C3.C(C(=O)O)C(CC(=O)O)(C(=O)O)O. Drug 2: CC1=C(C=C(C=C1)NC(=O)C2=CC=C(C=C2)CN3CCN(CC3)C)NC4=NC=CC(=N4)C5=CN=CC=C5. Cell line: OVCAR3. Synergy scores: CSS=5.89, Synergy_ZIP=-3.71, Synergy_Bliss=-4.79, Synergy_Loewe=-5.02, Synergy_HSA=-3.89.